From a dataset of Forward reaction prediction with 1.9M reactions from USPTO patents (1976-2016). Predict the product of the given reaction. (1) Given the reactants [CH:1]1[C:10]2[C:5](=[C:6]([C:11]#[C:12][N:13]3[C:21]4[CH:20]=[CH:19][C:18]([CH3:22])=[CH:17][C:16]=4[C:15]4[CH2:23][N:24]([CH3:27])[CH2:25][CH2:26][C:14]3=4)[CH:7]=[CH:8][CH:9]=2)[CH:4]=[CH:3][N:2]=1.C([O-])=O.[NH4+], predict the reaction product. The product is: [CH:1]1[C:10]2[C:5](=[C:6]([CH:11]=[CH:12][N:13]3[C:21]4[CH:20]=[CH:19][C:18]([CH3:22])=[CH:17][C:16]=4[C:15]4[CH2:23][N:24]([CH3:27])[CH2:25][CH2:26][C:14]3=4)[CH:7]=[CH:8][CH:9]=2)[CH:4]=[CH:3][N:2]=1. (2) Given the reactants C[O:2][C:3](=[O:15])[C@@H:4]([OH:14])[CH2:5][S:6][CH2:7][C:8]1[CH:13]=[CH:12][CH:11]=[CH:10][CH:9]=1.[OH-].[Li+], predict the reaction product. The product is: [CH2:7]([S:6][CH2:5][C@H:4]([OH:14])[C:3]([OH:15])=[O:2])[C:8]1[CH:13]=[CH:12][CH:11]=[CH:10][CH:9]=1.